This data is from Forward reaction prediction with 1.9M reactions from USPTO patents (1976-2016). The task is: Predict the product of the given reaction. Given the reactants [OH:1][C:2]1[CH:7]=[CH:6][C:5]([C:8]2[N:17]=[C:16]([NH:18][CH2:19][C@H:20]3[O:25][CH2:24][CH2:23][N:22]([C:26]([O:28][C:29]([CH3:32])([CH3:31])[CH3:30])=[O:27])[CH2:21]3)[C:15]3[C:10](=[N:11][CH:12]=[CH:13][N:14]=3)[CH:9]=2)=[CH:4][CH:3]=1.C([O-])([O-])=O.[Cs+].[Cs+].Br[CH2:40][CH2:41][CH2:42][OH:43].O, predict the reaction product. The product is: [OH:43][CH2:42][CH2:41][CH2:40][O:1][C:2]1[CH:3]=[CH:4][C:5]([C:8]2[N:17]=[C:16]([NH:18][CH2:19][C@H:20]3[O:25][CH2:24][CH2:23][N:22]([C:26]([O:28][C:29]([CH3:32])([CH3:31])[CH3:30])=[O:27])[CH2:21]3)[C:15]3[C:10](=[N:11][CH:12]=[CH:13][N:14]=3)[CH:9]=2)=[CH:6][CH:7]=1.